Dataset: Catalyst prediction with 721,799 reactions and 888 catalyst types from USPTO. Task: Predict which catalyst facilitates the given reaction. (1) Reactant: [ClH:1].CCOCC.C(OC([N:14]1[CH2:17][CH2:16][C@H:15]1[CH2:18][O:19][C:20]1[CH:21]=[C:22]([C@H:26]2[CH2:28][C@@H:27]2[CH2:29][CH2:30][CH2:31][CH2:32][OH:33])[CH:23]=[N:24][CH:25]=1)=O)(C)(C)C. Product: [ClH:1].[NH:14]1[CH2:17][CH2:16][C@H:15]1[CH2:18][O:19][C:20]1[CH:21]=[C:22]([C@H:26]2[CH2:28][C@@H:27]2[CH2:29][CH2:30][CH2:31][CH2:32][OH:33])[CH:23]=[N:24][CH:25]=1. The catalyst class is: 5. (2) The catalyst class is: 4. Product: [NH2:24][C:25]([N:6]([CH2:5][C:4]([O:3][CH2:1][CH3:2])=[O:19])[C@@H:7]([C:15]([CH3:18])([CH3:17])[CH3:16])[C:8]([O:10][C:11]([CH3:12])([CH3:14])[CH3:13])=[O:9])=[O:26]. Reactant: [CH2:1]([O:3][C:4](=[O:19])[CH2:5][NH:6][C@@H:7]([C:15]([CH3:18])([CH3:17])[CH3:16])[C:8]([O:10][C:11]([CH3:14])([CH3:13])[CH3:12])=[O:9])[CH3:2].ClS([N:24]=[C:25]=[O:26])(=O)=O.O. (3) Reactant: [Br:1][C:2]1[CH:3]=[C:4]([CH:6]=[CH:7][CH:8]=1)[NH2:5].[C:9]1([CH2:15][C:16](=O)[C:17]([OH:19])=[O:18])[CH:14]=[CH:13][CH:12]=[CH:11][CH:10]=1.S([O-])([O-])(=O)=O.[Na+].[Na+].C(O[BH-](OC(=O)C)OC(=O)C)(=O)C.[Na+]. Product: [Br:1][C:2]1[CH:3]=[C:4]([NH:5][C@H:16]([C:17]([OH:19])=[O:18])[CH2:15][C:9]2[CH:14]=[CH:13][CH:12]=[CH:11][CH:10]=2)[CH:6]=[CH:7][CH:8]=1. The catalyst class is: 211.